Dataset: Full USPTO retrosynthesis dataset with 1.9M reactions from patents (1976-2016). Task: Predict the reactants needed to synthesize the given product. (1) Given the product [F:15][C:11]1[CH:10]=[C:9]2[C:14]([C:6]([CH2:5][C:4]([OH:34])=[O:3])=[C:7]([CH3:33])[N:8]2[CH2:16][C:17]2[CH:22]=[CH:21][CH:20]=[CH:19][C:18]=2[S:23]([C:26]2[CH:31]=[CH:30][C:29]([F:32])=[CH:28][CH:27]=2)(=[O:24])=[O:25])=[CH:13][CH:12]=1, predict the reactants needed to synthesize it. The reactants are: C([O:3][C:4](=[O:34])[CH2:5][C:6]1[C:14]2[C:9](=[CH:10][C:11]([F:15])=[CH:12][CH:13]=2)[N:8]([CH2:16][C:17]2[CH:22]=[CH:21][CH:20]=[CH:19][C:18]=2[S:23]([C:26]2[CH:31]=[CH:30][C:29]([F:32])=[CH:28][CH:27]=2)(=[O:25])=[O:24])[C:7]=1[CH3:33])C.[OH-].[Li+].Cl. (2) Given the product [Br:14][C:15]1[S:16][C:17]([C:20](=[O:22])[CH2:21][C:8]([O:11][CH3:12])=[O:13])=[CH:18][CH:19]=1, predict the reactants needed to synthesize it. The reactants are: [H-].[Na+].O1CCCC1.[C:8](=[O:13])([O:11][CH3:12])OC.[Br:14][C:15]1[S:16][C:17]([C:20](=[O:22])[CH3:21])=[CH:18][CH:19]=1.